This data is from Reaction yield outcomes from USPTO patents with 853,638 reactions. The task is: Predict the reaction yield, written as a fraction of the theoretical maximum amount of product (1.0 means a 100% yield; for example, 0.34 means a 34% yield). (1) The reactants are [NH2:1][CH:2]([C:7]1[CH:12]=[CH:11][C:10]([OH:13])=[CH:9][CH:8]=1)[CH2:3][C:4]([OH:6])=[O:5].S(Cl)(Cl)=O.[CH3:18]O. No catalyst specified. The product is [CH3:18][O:5][C:4](=[O:6])[CH2:3][CH:2]([NH2:1])[C:7]1[CH:8]=[CH:9][C:10]([OH:13])=[CH:11][CH:12]=1. The yield is 0.800. (2) The product is [NH2:7][CH2:8][C:9]([C:11]1[CH:16]=[CH:15][C:14]([CH2:17][C:18]([C:19]2[C:28](=[O:29])[C:27]3[C:22](=[CH:23][CH:24]=[CH:25][CH:26]=3)[NH:21][CH:20]=2)=[O:30])=[CH:13][CH:12]=1)([CH3:10])[CH3:31]. The yield is 0.910. The reactants are C(OC(=O)[NH:7][CH2:8][C:9]([CH3:31])([C:11]1[CH:16]=[CH:15][C:14]([CH2:17][C:18](=[O:30])[C:19]2[C:28](=[O:29])[C:27]3[C:22](=[CH:23][CH:24]=[CH:25][CH:26]=3)[NH:21][CH:20]=2)=[CH:13][CH:12]=1)[CH3:10])(C)(C)C.C(O)(C(F)(F)F)=O.[OH-].[Na+]. The catalyst is C(Cl)Cl. (3) The reactants are C[O:2][C:3]1[CH:8]=[CH:7][C:6]([N:9]2[CH:17]=[C:16]3[C:11]([CH:12]=[CH:13][CH:14]=[CH:15]3)=[N:10]2)=[C:5]([CH3:18])[CH:4]=1.B(Br)(Br)Br. The catalyst is ClCCl.CO.O. The product is [N:10]1[N:9]([C:6]2[CH:7]=[CH:8][C:3]([OH:2])=[CH:4][C:5]=2[CH3:18])[CH:17]=[C:16]2[C:11]=1[CH:12]=[CH:13][CH:14]=[CH:15]2. The yield is 0.740. (4) The yield is 0.620. The product is [C:1]([OH:10])(=[O:9])/[CH:2]=[CH:3]/[CH:4]=[CH:5]/[C:6]([OH:8])=[O:7]. The catalyst is CO. The reactants are [C:1]([OH:10])(=[O:9])/[CH:2]=[CH:3]\[CH:4]=[CH:5]\[C:6]([OH:8])=[O:7].II. (5) The reactants are [H-].[Na+].[Cl:3][C:4]1[CH:10]=[CH:9][C:7]([NH2:8])=[CH:6][C:5]=1[F:11].F[C:13]1[CH:14]=[N:15][CH:16]=[CH:17][C:18]=1[N+:19]([O-:21])=[O:20]. The product is [Cl:3][C:4]1[CH:10]=[CH:9][C:7]([NH:8][C:13]2[CH:14]=[N:15][CH:16]=[CH:17][C:18]=2[N+:19]([O-:21])=[O:20])=[CH:6][C:5]=1[F:11]. The yield is 0.220. The catalyst is C1COCC1.